Dataset: Forward reaction prediction with 1.9M reactions from USPTO patents (1976-2016). Task: Predict the product of the given reaction. (1) Given the reactants [NH2:1][CH2:2][CH2:3][CH2:4][CH2:5][CH2:6][CH2:7][CH2:8][CH2:9][CH2:10][CH2:11][CH2:12][C:13]([O:15][CH3:16])=[O:14].[C:17]([C:20]1[CH:25]=[CH:24][C:23]([B:26]([OH:28])[OH:27])=[CH:22][C:21]=1[F:29])(O)=[O:18].CN(C(ON1N=NC2C=CC=CC1=2)=[N+](C)C)C.[B-](F)(F)(F)F.CO, predict the reaction product. The product is: [F:29][C:21]1[CH:22]=[C:23]([B:26]([OH:28])[OH:27])[CH:24]=[CH:25][C:20]=1[C:17](=[O:18])[NH:1][CH2:2][CH2:3][CH2:4][CH2:5][CH2:6][CH2:7][CH2:8][CH2:9][CH2:10][CH2:11][CH2:12][C:13]([O:15][CH3:16])=[O:14]. (2) Given the reactants CN(C[C:5]1[C:17]2[C:16]3[CH:15]=[C:14]([CH3:18])[N:13]([O:19]CCOCC[Si](C)(C)C)[C:12](=[O:29])[C:11]=3[N:10]=[CH:9][C:8]=2[N:7]([CH2:30][C:31]2[CH:36]=[CH:35][C:34]([F:37])=[CH:33][CH:32]=2)[CH:6]=1)C.Cl[C:39](OC1C=CC=CC=1)=[O:40].O.CN(C=O)C, predict the reaction product. The product is: [F:37][C:34]1[CH:35]=[CH:36][C:31]([CH2:30][N:7]2[C:8]3[CH:9]=[N:10][C:11]4[C:12](=[O:29])[N:13]([OH:19])[C:14]([CH3:18])=[CH:15][C:16]=4[C:17]=3[C:5]([CH2:39][OH:40])=[CH:6]2)=[CH:32][CH:33]=1.